Dataset: Forward reaction prediction with 1.9M reactions from USPTO patents (1976-2016). Task: Predict the product of the given reaction. Given the reactants CN(C)CCCN=C=NCC.[O:12]1[CH:16]=[CH:15][CH:14]=[C:13]1[C:17]([OH:19])=O.[NH2:20][C@@H:21]([CH2:37][CH:38]1[CH2:43][CH2:42][CH2:41][CH2:40][CH2:39]1)[C:22]([NH:24][C@H:25]1[CH2:31][CH2:30][C@@H:29]([CH3:32])[N:28]([CH2:33][CH2:34][CH3:35])[CH2:27][C@@H:26]1[OH:36])=[O:23].CN1CCOCC1.OC1C2N=NNC=2C=CC=1, predict the reaction product. The product is: [CH:38]1([CH2:37][C@H:21]([NH:20][C:17]([C:13]2[O:12][CH:16]=[CH:15][CH:14]=2)=[O:19])[C:22](=[O:23])[NH:24][C@H:25]2[CH2:31][CH2:30][C@@H:29]([CH3:32])[N:28]([CH2:33][CH2:34][CH3:35])[CH2:27][C@@H:26]2[OH:36])[CH2:43][CH2:42][CH2:41][CH2:40][CH2:39]1.